Predict the reactants needed to synthesize the given product. From a dataset of Full USPTO retrosynthesis dataset with 1.9M reactions from patents (1976-2016). (1) Given the product [I:1][C:2]1[CH:10]=[CH:9][C:5]([C:6]([O:8][CH2:14][CH3:15])=[O:7])=[CH:4][N:3]=1, predict the reactants needed to synthesize it. The reactants are: [I:1][C:2]1[CH:10]=[CH:9][C:5]([C:6]([OH:8])=[O:7])=[CH:4][N:3]=1.Cl.CN(C)[CH2:14][CH2:15]CN=C=NCC.C(O)C.CN(C1C=CC=CN=1)C. (2) Given the product [Cl:9][C:10]1[CH:11]=[CH:12][C:13]([CH3:27])=[C:14]([N:15]2[C:3](=[O:4])[C:2](=[O:8])[N:18]([O:19][CH2:20][C:21]([O:23][CH2:24][CH3:25])=[O:22])[C:16]2=[S:17])[CH:26]=1, predict the reactants needed to synthesize it. The reactants are: Cl[C:2](=[O:8])[C:3](OCC)=[O:4].[Cl:9][C:10]1[CH:11]=[CH:12][C:13]([CH3:27])=[C:14]([CH:26]=1)[NH:15][C:16]([NH:18][O:19][CH2:20][C:21]([O:23][CH2:24][CH3:25])=[O:22])=[S:17].